This data is from Forward reaction prediction with 1.9M reactions from USPTO patents (1976-2016). The task is: Predict the product of the given reaction. (1) Given the reactants [CH:1]1([CH:7]([NH:24][C:25]2[CH:34]=[CH:33][C:28]([C:29]([O:31]C)=[O:30])=[CH:27][CH:26]=2)[C:8]2[S:9][C:10]([C:14]3[CH:19]=[CH:18][C:17]([C:20]([F:23])([F:22])[F:21])=[CH:16][CH:15]=3)=[CH:11][C:12]=2[CH3:13])[CH2:6][CH2:5][CH2:4][CH2:3][CH2:2]1.[OH-].[Li+].O.Cl, predict the reaction product. The product is: [CH:1]1([CH:7]([NH:24][C:25]2[CH:34]=[CH:33][C:28]([C:29]([OH:31])=[O:30])=[CH:27][CH:26]=2)[C:8]2[S:9][C:10]([C:14]3[CH:19]=[CH:18][C:17]([C:20]([F:22])([F:21])[F:23])=[CH:16][CH:15]=3)=[CH:11][C:12]=2[CH3:13])[CH2:6][CH2:5][CH2:4][CH2:3][CH2:2]1. (2) Given the reactants [NH:1]([C:8](=[O:42])[CH:9]([C:19]1[CH:41]=[CH:40][C:22]([C:23]([NH:25][C:26]2[CH:31]=[CH:30][CH:29]=[CH:28][C:27]=2[NH:32][C:33](=[O:39])[O:34][C:35]([CH3:38])([CH3:37])[CH3:36])=[O:24])=[CH:21][CH:20]=1)[C:10]([NH:12][C:13]1[CH:18]=[CH:17][CH:16]=[CH:15][CH:14]=1)=[O:11])[C:2]1[CH:7]=[CH:6][CH:5]=[CH:4][CH:3]=1.[CH3:43]C(C)([O-])C.[K+].CI, predict the reaction product. The product is: [NH:1]([C:8](=[O:42])[C:9]([C:19]1[CH:41]=[CH:40][C:22]([C:23]([NH:25][C:26]2[CH:31]=[CH:30][CH:29]=[CH:28][C:27]=2[NH:32][C:33](=[O:39])[O:34][C:35]([CH3:36])([CH3:37])[CH3:38])=[O:24])=[CH:21][CH:20]=1)([C:10]([NH:12][C:13]1[CH:14]=[CH:15][CH:16]=[CH:17][CH:18]=1)=[O:11])[CH3:43])[C:2]1[CH:7]=[CH:6][CH:5]=[CH:4][CH:3]=1. (3) Given the reactants [C:1]([C:3]1[CH:8]=[CH:7][C:6]([S:9](Cl)(=[O:11])=[O:10])=[CH:5][CH:4]=1)#[N:2].Cl.[F:14][C:15]([F:32])([F:31])[C:16]1[CH:21]=[CH:20][C:19]([C:22]2[CH:23]=[C:24]3[C:28](=[CH:29][CH:30]=2)[NH:27][CH2:26][CH2:25]3)=[CH:18][CH:17]=1.C(N(CC)CC)C, predict the reaction product. The product is: [F:32][C:15]([F:14])([F:31])[C:16]1[CH:17]=[CH:18][C:19]([C:22]2[CH:23]=[C:24]3[C:28](=[CH:29][CH:30]=2)[N:27]([S:9]([C:6]2[CH:7]=[CH:8][C:3]([C:1]#[N:2])=[CH:4][CH:5]=2)(=[O:11])=[O:10])[CH2:26][CH2:25]3)=[CH:20][CH:21]=1. (4) Given the reactants [OH:1][CH2:2][C@@H:3]1[O:7][C:6](=[O:8])[N:5]([C:9]2[CH:18]=[C:17]3[C:12]([CH:13]=[C:14]([CH:20](OCC)OCC)[NH:15][C:16]3=[O:19])=[CH:11][CH:10]=2)[CH2:4]1.[CH2:27]([NH:29][C:30]1[C:31]([NH2:36])=[CH:32][CH:33]=[CH:34][CH:35]=1)[CH3:28], predict the reaction product. The product is: [CH2:27]([N:29]1[C:30]2[CH:35]=[CH:34][CH:33]=[CH:32][C:31]=2[N:36]=[C:20]1[C:14]1[NH:15][C:16](=[O:19])[C:17]2[C:12]([CH:13]=1)=[CH:11][CH:10]=[C:9]([N:5]1[CH2:4][C@H:3]([CH2:2][OH:1])[O:7][C:6]1=[O:8])[CH:18]=2)[CH3:28]. (5) Given the reactants Cl[C:2]1[C:11]([CH3:12])=[C:10]([Cl:13])[C:9]2[C:4](=[CH:5][C:6]([F:15])=[CH:7][C:8]=2[F:14])[N:3]=1.[CH3:16][S:17][C:18]1[CH:23]=[CH:22][CH:21]=[CH:20][C:19]=1B(O)O, predict the reaction product. The product is: [Cl:13][C:10]1[C:9]2[C:4](=[CH:5][C:6]([F:15])=[CH:7][C:8]=2[F:14])[N:3]=[C:2]([C:19]2[CH:20]=[CH:21][CH:22]=[CH:23][C:18]=2[S:17][CH3:16])[C:11]=1[CH3:12]. (6) Given the reactants [Cl:1][C:2]1[CH:22]=[CH:21][CH:20]=[CH:19][C:3]=1[CH:4]([O:12][CH:13]1[CH2:18][CH2:17][NH:16][CH2:15][CH2:14]1)[C:5]1[CH:10]=[CH:9][C:8]([Cl:11])=[CH:7][CH:6]=1.[C:23]([N:27]=[C:28]=[S:29])([CH3:26])([CH3:25])[CH3:24].CC[NH+](CC)CC.CC[NH+](CC)CC.C([O-])([O-])=O.C(O)C(N)(CO)CO, predict the reaction product. The product is: [Cl:1][C:2]1[CH:22]=[CH:21][CH:20]=[CH:19][C:3]=1[CH:4]([O:12][CH:13]1[CH2:18][CH2:17][N:16]([C:28](=[S:29])[NH:27][C:23]([CH3:26])([CH3:25])[CH3:24])[CH2:15][CH2:14]1)[C:5]1[CH:6]=[CH:7][C:8]([Cl:11])=[CH:9][CH:10]=1. (7) Given the reactants [CH3:1][C:2]1[O:6][C:5]([C:7]2[CH:22]=[CH:21][C:10]([C:11]([NH:13][CH2:14][C:15]3[CH:16]=[N:17][CH:18]=[CH:19][CH:20]=3)=[O:12])=[CH:9][CH:8]=2)=[N:4][C:3]=1[CH2:23][S:24]([CH:27]1[CH2:32][CH2:31][NH:30][CH2:29][CH2:28]1)(=[O:26])=[O:25].[C:33]1(=O)[CH2:37][CH2:36][CH2:35][CH2:34]1.C(O)(=O)C.C(O[BH-](OC(=O)C)OC(=O)C)(=O)C.[Na+], predict the reaction product. The product is: [CH:33]1([N:30]2[CH2:29][CH2:28][CH:27]([S:24]([CH2:23][C:3]3[N:4]=[C:5]([C:7]4[CH:8]=[CH:9][C:10]([C:11]([NH:13][CH2:14][C:15]5[CH:16]=[N:17][CH:18]=[CH:19][CH:20]=5)=[O:12])=[CH:21][CH:22]=4)[O:6][C:2]=3[CH3:1])(=[O:25])=[O:26])[CH2:32][CH2:31]2)[CH2:37][CH2:36][CH2:35][CH2:34]1.